From a dataset of Full USPTO retrosynthesis dataset with 1.9M reactions from patents (1976-2016). Predict the reactants needed to synthesize the given product. Given the product [ClH:1].[CH2:12]([C:8]1[CH:7]=[C:6]([C@@H:4]([O:5][C:27]2[CH:26]=[C:25]3[C:30](=[CH:29][CH:28]=2)[N:22]([C:19]2[CH:20]=[CH:21][C:16]([F:15])=[CH:17][CH:18]=2)[N:23]=[CH:24]3)[C@@H:3]([NH2:2])[CH3:14])[CH:11]=[CH:10][CH:9]=1)[CH3:13], predict the reactants needed to synthesize it. The reactants are: [ClH:1].[NH2:2][C@@H:3]([CH3:14])[C@@H:4]([C:6]1[CH:11]=[CH:10][CH:9]=[C:8]([CH2:12][CH3:13])[CH:7]=1)[OH:5].[F:15][C:16]1[CH:21]=[CH:20][C:19]([N:22]2[C:30]3[C:25](=[CH:26][C:27](I)=[CH:28][CH:29]=3)[CH:24]=[N:23]2)=[CH:18][CH:17]=1.C(=O)([O-])[O-].[Cs+].[Cs+].